From a dataset of Experimentally validated miRNA-target interactions with 360,000+ pairs, plus equal number of negative samples. Binary Classification. Given a miRNA mature sequence and a target amino acid sequence, predict their likelihood of interaction. (1) The miRNA is mmu-miR-7028-3p with sequence CCUUCUCUUCCCCCUCGGCCAG. The protein sequence of the target gene is MPLFFSALLVLLLVALSALFLGRWLVVRLATKWCQRKLQAELKIGSFRFFWIQNVSLKFQQHQQTVEIDNLWISSKLLSHDLPHYVALCFGEVRIRTDLQKVSDLSAPFSQSAGVDQKELSFSPSLLKIFCQLFSIHVDAINIMVLKVDTSESLWHIQISRSRFLLDSDGKRLICEVSLCKINSKVLKSGQLEDTCLVELSLALDLCLKVGISSRHLTAITVDVWTLHAELHEGLFQSQLLCQGPSLASKPVPCSEVTENLVEPTLPGLFLLQQLPDQVKVKMENTSVVLSMNSQKRHLT.... Result: 0 (no interaction). (2) The miRNA is hsa-miR-4735-3p with sequence AAAGGUGCUCAAAUUAGACAU. The protein sequence of the target gene is MVRPVRHKKPVNYSQFDHSDSDDDFVSATVPLNKKSRTAPKELKQDKPKPNLNNLRKEEIPVQEKTPKKRLPEGTFSIPASAVPCTKMALDDKLYQRDLEVALALSVKELPTVTTNVQNSQDKSIEKHGSSKIETMNKSPHISNCSVASDYLDLDKITVEDDVGGVQGKRKAASKAAAQQRKILLEGSDGDSANDTEPDFAPGEDSEDDSDFCESEDNDEDFSMRKSKVKEIKKKEVKVKSPVEKKEKKSKSKCNALVTSVDSAPAAVKSESQSLPKKVSLSSDTTRKPLEIRSPSAESK.... Result: 1 (interaction). (3) The miRNA is mmu-miR-212-5p with sequence ACCUUGGCUCUAGACUGCUUACU. The protein sequence of the target gene is MAPKRTADGRRRKRGQKTEDNKVARHEESVADDFEDEKQKPRRKSSFPKVSQGKRKRGCSDPGDPTNGAAKKKVAKATAKSKNLKVLKEEALSDGDDFRDSPADCKKAKKHPKSKVVDQGTDEDDSEDDWEEVEELTEPVLDMGENSATSPSDMPVKAVEIEIETPQQAKERERSEKIKMEFETYLRRMMKRFNKEVQENMHKVHLLCLLASGFYRNSICRQPDLLAIGLSIIPIRFTKVPLQDRDAYYLSNLVKWFIGTFTVNADLSASEQDDLQTTLERRIAIYSARDNEELVHIFLL.... Result: 0 (no interaction).